From a dataset of Catalyst prediction with 721,799 reactions and 888 catalyst types from USPTO. Predict which catalyst facilitates the given reaction. (1) Reactant: [CH2:1]([O:3][C:4](=[O:22])[C:5]([CH3:21])([O:14][C:15]1[CH:20]=[CH:19][CH:18]=[CH:17][CH:16]=1)[CH2:6][C:7]1[CH:12]=[CH:11][C:10]([OH:13])=[CH:9][CH:8]=1)[CH3:2].[F:23][C:24]1[CH:29]=[CH:28][C:27]([C:30]2[CH:35]=[CH:34][CH:33]=[C:32]([C:36]3[O:37][C:38]([CH3:54])=[C:39]([CH2:41][CH2:42]OS(C4C=CC(C)=CC=4)(=O)=O)[N:40]=3)[CH:31]=2)=[CH:26][CH:25]=1.C([O-])([O-])=O.[Cs+].[Cs+]. Product: [CH2:1]([O:3][C:4](=[O:22])[C:5]([CH3:21])([O:14][C:15]1[CH:20]=[CH:19][CH:18]=[CH:17][CH:16]=1)[CH2:6][C:7]1[CH:12]=[CH:11][C:10]([O:13][CH2:42][CH2:41][C:39]2[N:40]=[C:36]([C:32]3[CH:31]=[C:30]([C:27]4[CH:26]=[CH:25][C:24]([F:23])=[CH:29][CH:28]=4)[CH:35]=[CH:34][CH:33]=3)[O:37][C:38]=2[CH3:54])=[CH:9][CH:8]=1)[CH3:2]. The catalyst class is: 39. (2) Reactant: [CH2:1]([O:8][CH2:9][CH2:10][N:11]([CH2:37][CH2:38][CH2:39][CH2:40]OS(C)(=O)=O)[C:12]([C:14]1[NH:15][C:16](=[O:36])[C:17]([O:34][CH3:35])=[C:18]2[C:23]=1[CH2:22][CH2:21][N:20]([CH2:24][C:25]1[CH:30]=[CH:29][C:28]([F:31])=[C:27]([Cl:32])[CH:26]=1)[C:19]2=[O:33])=[O:13])[C:2]1[CH:7]=[CH:6][CH:5]=[CH:4][CH:3]=1.C(=O)([O-])[O-].[Cs+].[Cs+]. Product: [Cl:32][C:27]1[CH:26]=[C:25]([CH:30]=[CH:29][C:28]=1[F:31])[CH2:24][N:20]1[CH2:21][CH2:22][C:23]2[C:18](=[C:17]([O:34][CH3:35])[C:16](=[O:36])[N:15]3[CH2:40][CH2:39][CH2:38][CH2:37][N:11]([CH2:10][CH2:9][O:8][CH2:1][C:2]4[CH:7]=[CH:6][CH:5]=[CH:4][CH:3]=4)[C:12](=[O:13])[C:14]3=2)[C:19]1=[O:33]. The catalyst class is: 3.